From a dataset of Full USPTO retrosynthesis dataset with 1.9M reactions from patents (1976-2016). Predict the reactants needed to synthesize the given product. (1) Given the product [CH:18]1([N:14]2[C:13]3[CH:22]=[CH:23][C:10]([CH2:8][OH:9])=[CH:11][C:12]=3[N:16]([CH3:2])[C:15]2=[O:17])[CH2:19][CH2:20][CH2:21]1, predict the reactants needed to synthesize it. The reactants are: O1CCC[CH2:2]1.CO[C:8]([C:10]1[CH:23]=[CH:22][C:13]2[N:14]([CH:18]3[CH2:21][CH2:20][CH2:19]3)[C:15](=[O:17])[NH:16][C:12]=2[CH:11]=1)=[O:9].[BH4-].[Li+]. (2) Given the product [NH2:25][C:24]1[CH:26]=[CH:27][C:21]([Cl:20])=[CH:22][C:23]=1[C:6]([C:5]1[CH:4]=[CH:3][C:2]([Cl:1])=[CH:10][CH:9]=1)=[O:8], predict the reactants needed to synthesize it. The reactants are: [Cl:1][C:2]1[CH:10]=[CH:9][C:5]([C:6]([OH:8])=O)=[CH:4][CH:3]=1.C(Cl)(=O)C1C=CC=CC=1.[Cl:20][C:21]1[CH:27]=[CH:26][C:24]([NH2:25])=[CH:23][CH:22]=1. (3) Given the product [NH2:43][C:11]1[C:10]([C:7]2[CH:6]=[CH:5][C:4]([C:3]([OH:44])=[O:2])=[CH:9][CH:8]=2)=[C:15]([N:16]2[CH2:17][CH2:18][CH:19]([C:22]3[N:23]([CH2:38][CH2:39][N:40]([CH3:42])[CH3:41])[CH:24]=[C:25]([C:27]4[CH:32]=[CH:31][C:30]([F:33])=[C:29]([C:34]([F:37])([F:36])[F:35])[CH:28]=4)[N:26]=3)[CH2:20][CH2:21]2)[N:14]=[CH:13][N:12]=1, predict the reactants needed to synthesize it. The reactants are: C[O:2][C:3](=[O:44])[C:4]1[CH:9]=[CH:8][C:7]([C:10]2[C:11]([NH2:43])=[N:12][CH:13]=[N:14][C:15]=2[N:16]2[CH2:21][CH2:20][CH:19]([C:22]3[N:23]([CH2:38][CH2:39][N:40]([CH3:42])[CH3:41])[CH:24]=[C:25]([C:27]4[CH:32]=[CH:31][C:30]([F:33])=[C:29]([C:34]([F:37])([F:36])[F:35])[CH:28]=4)[N:26]=3)[CH2:18][CH2:17]2)=[CH:6][CH:5]=1.O.[OH-].[Li+].C1COCC1. (4) Given the product [C:57]([O:56][C:55](=[O:61])[NH:54][CH2:53][CH:4]1[CH2:9][CH2:8][CH2:7][CH2:6][N:5]1[C:10]1[N:11]=[C:12]([NH:16][C:17]2[CH:22]=[CH:21][CH:20]=[C:19]([CH2:23][S:24](=[O:26])(=[O:25])[NH2:27])[CH:18]=2)[N:13]=[CH:14][N:15]=1)([CH3:60])([CH3:59])[CH3:58], predict the reactants needed to synthesize it. The reactants are: COC[CH:4]1[CH2:9][CH2:8][CH2:7][CH2:6][N:5]1[C:10]1[N:15]=[CH:14][N:13]=[C:12]([NH:16][C:17]2[CH:18]=[C:19]([CH2:23][S:24]([NH2:27])(=[O:26])=[O:25])[CH:20]=[CH:21][CH:22]=2)[N:11]=1.ClC1N=CN=C(NC2C=C(CS(N)(=O)=O)C=CC=2)N=1.N1CCCCC1[CH2:53][NH:54][C:55](=[O:61])[O:56][C:57]([CH3:60])([CH3:59])[CH3:58]. (5) Given the product [Cl:1][C:2]1[C:7]([Cl:8])=[CH:6][CH:5]=[CH:4][C:3]=1[C:9]1([OH:16])[CH2:14][CH2:13][N:12]([CH2:24][CH2:23][C:22]([F:27])([F:26])[F:21])[CH2:11][CH2:10]1, predict the reactants needed to synthesize it. The reactants are: [Cl:1][C:2]1[C:7]([Cl:8])=[CH:6][CH:5]=[CH:4][C:3]=1[CH:9]1[CH2:14][CH2:13][NH:12][CH2:11][CH2:10]1.C(=O)([O-])[O-:16].[K+].[K+].[F:21][C:22]([F:27])([F:26])[CH2:23][CH2:24]I. (6) Given the product [O:1]=[C:2]1[C:7]2[CH:8]=[CH:9][CH:10]=[CH:11][C:6]=2[N:5]=[N:4][N:3]1[CH2:12][CH2:13][CH:14]([S:19]([CH2:22][C:23]1[CH:28]=[CH:27][C:26]([C:29]2[CH:30]=[CH:31][C:32]([O:35][C:36]([F:39])([F:37])[F:38])=[CH:33][CH:34]=2)=[CH:25][CH:24]=1)(=[O:20])=[O:21])[C:15]([OH:17])=[O:16], predict the reactants needed to synthesize it. The reactants are: [O:1]=[C:2]1[C:7]2[CH:8]=[CH:9][CH:10]=[CH:11][C:6]=2[N:5]=[N:4][N:3]1[CH2:12][CH2:13][CH:14]([S:19]([CH2:22][C:23]1[CH:28]=[CH:27][C:26]([C:29]2[CH:34]=[CH:33][C:32]([O:35][C:36]([F:39])([F:38])[F:37])=[CH:31][CH:30]=2)=[CH:25][CH:24]=1)(=[O:21])=[O:20])[C:15]([O:17]C)=[O:16].CO.[OH-].[Li+].S(=O)(=O)(O)[O-].[Na+]. (7) The reactants are: [CH3:1][O:2][C:3]1[CH:11]=[CH:10][C:6]([C:7](Cl)=[O:8])=[CH:5][CH:4]=1.N[CH:13]([CH2:21][NH:22][C:23]1[C:28]([CH3:29])=[C:27]([N:30]2[CH2:35][CH2:34][CH:33]([C:36]3[CH:45]=[CH:44][C:43]4[CH2:42][CH2:41][CH2:40][NH:39][C:38]=4[N:37]=3)[CH2:32][CH2:31]2)[N:26]=[CH:25][N:24]=1)[C:14]([O:16][C:17]([CH3:20])([CH3:19])[CH3:18])=[O:15]. Given the product [CH3:29][C:28]1[C:23]([NH:22][CH2:21][CH:13]([C:7](=[O:8])[C:6]2[CH:10]=[CH:11][C:3]([O:2][CH3:1])=[CH:4][CH:5]=2)[C:14]([O:16][C:17]([CH3:20])([CH3:19])[CH3:18])=[O:15])=[N:24][CH:25]=[N:26][C:27]=1[N:30]1[CH2:35][CH2:34][CH:33]([C:36]2[CH:45]=[CH:44][C:43]3[CH2:42][CH2:41][CH2:40][NH:39][C:38]=3[N:37]=2)[CH2:32][CH2:31]1, predict the reactants needed to synthesize it. (8) Given the product [CH3:8][CH:9]1[CH2:10][CH2:11][N:12]([C:15]([C:17]2[CH:25]=[CH:24][C:23]3[N:22]([CH2:26][C:27]4[CH:32]=[CH:31][CH:30]=[CH:29][N:28]=4)[C:21]4[CH2:33][CH2:34][N:35]([CH:40]5[CH2:41][CH2:42][O:37][CH2:38][CH2:39]5)[CH2:36][C:20]=4[C:19]=3[CH:18]=2)=[O:16])[CH2:13][CH2:14]1, predict the reactants needed to synthesize it. The reactants are: C(O)(C(F)(F)F)=O.[CH3:8][CH:9]1[CH2:14][CH2:13][N:12]([C:15]([C:17]2[CH:25]=[CH:24][C:23]3[N:22]([CH2:26][C:27]4[CH:32]=[CH:31][CH:30]=[CH:29][N:28]=4)[C:21]4[CH2:33][CH2:34][NH:35][CH2:36][C:20]=4[C:19]=3[CH:18]=2)=[O:16])[CH2:11][CH2:10]1.[O:37]1[CH2:42][CH2:41][C:40](=O)[CH2:39][CH2:38]1.